Dataset: Catalyst prediction with 721,799 reactions and 888 catalyst types from USPTO. Task: Predict which catalyst facilitates the given reaction. (1) Reactant: [Br:1][C:2]1[S:6][C:5]([CH:7]=[O:8])=[CH:4][CH:3]=1.[F-].[Cs+].[Si]([C:15]([F:18])([F:17])[F:16])(C)(C)C. The catalyst class is: 216. Product: [Br:1][C:2]1[S:6][C:5]([CH:7]([OH:8])[C:15]([F:18])([F:17])[F:16])=[CH:4][CH:3]=1. (2) Reactant: [Cl:1][C:2]1[C:3]([C:20]([F:23])([F:22])[F:21])=[N:4][N:5]([CH2:8][C:9]([N:11]2[CH2:16][CH2:15][CH2:14][C:13]3[NH:17][N:18]=[CH:19][C:12]2=3)=[O:10])[C:6]=1[CH3:7].[F:24][C:25]1[CH:26]=[CH:27][C:28](Br)=[N:29][CH:30]=1.CN[C@@H]1CCCC[C@H]1NC.C([O-])([O-])=O.[K+].[K+]. Product: [Cl:1][C:2]1[C:3]([C:20]([F:23])([F:21])[F:22])=[N:4][N:5]([CH2:8][C:9]([N:11]2[CH2:16][CH2:15][CH2:14][C:13]3[N:17]([C:28]4[CH:27]=[CH:26][C:25]([F:24])=[CH:30][N:29]=4)[N:18]=[CH:19][C:12]2=3)=[O:10])[C:6]=1[CH3:7]. The catalyst class is: 817. (3) Reactant: Cl[C:2]1[N:3]=[N:4][C:5]([Cl:14])=[CH:6][C:7]=1[N:8]1[CH2:13][CH2:12][O:11][CH2:10][CH2:9]1.[CH3:15][CH:16]([OH:18])[CH3:17].[H-].[Na+]. Product: [Cl:14][C:5]1[N:4]=[N:3][C:2]([O:18][CH:16]([CH3:17])[CH3:15])=[C:7]([N:8]2[CH2:13][CH2:12][O:11][CH2:10][CH2:9]2)[CH:6]=1. The catalyst class is: 1. (4) Reactant: C(=O)([O-])O[C:3]1[CH:8]=[CH:7][C:6]([N+]([O-])=O)=[CH:5][CH:4]=1.Cl.C[Si](C)(C)C[CH2:18][O:19][C:20]([N:22]1CCC(C2C=CC=C(CN)C=2)CC1)=[O:21].CN([C:41]1[CH:46]=[CH:45][CH:44]=[CH:43][N:42]=1)C.C(N(C(C)C)CC)(C)C. Product: [C:20](=[O:21])([O:19][CH2:18][C:3]1[CH:4]=[CH:5][CH:6]=[C:7]([CH:45]2[CH2:46][CH2:41][NH:42][CH2:43][CH2:44]2)[CH:8]=1)[NH2:22]. The catalyst class is: 9. (5) Reactant: C([O:3][C:4](=O)[C:5]([N:7]([CH2:21][CH2:22][CH2:23][CH3:24])[C:8]1[C:17]([N+:18]([O-])=O)=[CH:16][CH:15]=[C:14]2[C:9]=1[CH2:10][CH2:11][CH2:12][NH:13]2)=[O:6])C. Product: [CH2:21]([N:7]1[C:8]2[C:9]3[CH2:10][CH2:11][CH2:12][NH:13][C:14]=3[CH:15]=[CH:16][C:17]=2[NH:18][C:4](=[O:3])[C:5]1=[O:6])[CH2:22][CH2:23][CH3:24]. The catalyst class is: 285. (6) Reactant: CCN(C(C)C)C(C)C.[CH3:10][O:11][C:12]1[CH:13]=[CH:14][CH:15]=[C:16]2[C:21]=1[O:20][C:19](=[O:22])[C:18]([C:23]([OH:25])=O)=[CH:17]2.CN(C(ON1N=NC2C=CC=NC1=2)=[N+](C)C)C.F[P-](F)(F)(F)(F)F.[C:50]([O:54][C:55]([N:57]1[C:65]2[C:60](=[CH:61][CH:62]=[CH:63][CH:64]=2)[CH:59]=[C:58]1[C:66]1[CH:71]=[CH:70][CH:69]=[C:68]([NH2:72])[CH:67]=1)=[O:56])([CH3:53])([CH3:52])[CH3:51]. Product: [C:50]([O:54][C:55]([N:57]1[C:65]2[C:60](=[CH:61][CH:62]=[CH:63][CH:64]=2)[CH:59]=[C:58]1[C:66]1[CH:71]=[CH:70][CH:69]=[C:68]([NH:72][C:23]([C:18]2[C:19](=[O:22])[O:20][C:21]3[C:16]([CH:17]=2)=[CH:15][CH:14]=[CH:13][C:12]=3[O:11][CH3:10])=[O:25])[CH:67]=1)=[O:56])([CH3:53])([CH3:51])[CH3:52]. The catalyst class is: 3. (7) Reactant: [C:1]([O:5][C:6]([N:8]([CH2:30][C@@H:31]([C:39]1[CH:44]=[CH:43][CH:42]=[CH:41][CH:40]=1)[O:32][CH:33]1[CH2:38][CH2:37][CH2:36][CH2:35][O:34]1)[CH2:9][CH2:10][C:11]1[CH:16]=[CH:15][C:14]([C:17]2[CH:22]=[CH:21][C:20]([C:23](O)=[O:24])=[C:19]([S:26][CH:27]([CH3:29])[CH3:28])[CH:18]=2)=[CH:13][CH:12]=1)=[O:7])([CH3:4])([CH3:3])[CH3:2].[N:45]1[CH:50]=[CH:49][CH:48]=[C:47]([S:51]([NH2:54])(=[O:53])=[O:52])[CH:46]=1.C1CCN2C(=NCCC2)CC1.Cl. Product: [CH:27]([S:26][C:19]1[CH:18]=[C:17]([C:14]2[CH:13]=[CH:12][C:11]([CH2:10][CH2:9][N:8]([CH2:30][C@@H:31]([C:39]3[CH:44]=[CH:43][CH:42]=[CH:41][CH:40]=3)[O:32][CH:33]3[CH2:38][CH2:37][CH2:36][CH2:35][O:34]3)[C:6](=[O:7])[O:5][C:1]([CH3:2])([CH3:4])[CH3:3])=[CH:16][CH:15]=2)[CH:22]=[CH:21][C:20]=1[C:23]([NH:54][S:51]([C:47]1[CH:46]=[N:45][CH:50]=[CH:49][CH:48]=1)(=[O:53])=[O:52])=[O:24])([CH3:28])[CH3:29]. The catalyst class is: 42.